Dataset: Reaction yield outcomes from USPTO patents with 853,638 reactions. Task: Predict the reaction yield, written as a fraction of the theoretical maximum amount of product (1.0 means a 100% yield; for example, 0.34 means a 34% yield). (1) The yield is 0.770. The reactants are S(OC)(O[CH3:5])(=O)=O.C(=O)([O-])[O-].[K+].[K+].[NH2:14][C:15]1[CH:23]=[C:22]([O:24][CH3:25])[CH:21]=[C:20]([O:26][CH3:27])[C:16]=1[C:17]([OH:19])=[O:18].O. The product is [NH2:14][C:15]1[CH:23]=[C:22]([O:24][CH3:25])[CH:21]=[C:20]([O:26][CH3:27])[C:16]=1[C:17]([O:19][CH3:5])=[O:18]. The catalyst is CN(C)C=O. (2) The reactants are C([O:3][C:4](=O)[CH:5]=[C:6]([O:18][C:19]1[CH:24]=[CH:23][CH:22]=[CH:21][C:20]=1[Cl:25])[CH2:7][NH:8][C@H:9]([C:14]([O:16][CH3:17])=[O:15])[CH2:10][CH2:11][S:12][CH3:13])C. The catalyst is C(#N)C. The product is [CH3:17][O:16][C:14](=[O:15])[C@@H:9]([N:8]1[CH2:7][C:6]([O:18][C:19]2[CH:24]=[CH:23][CH:22]=[CH:21][C:20]=2[Cl:25])=[CH:5][C:4]1=[O:3])[CH2:10][CH2:11][S:12][CH3:13]. The yield is 0.240. (3) The reactants are C1C=CC(P(C2C=CC=CC=2)C2C=CC=CC=2)=CC=1.[CH2:20]([O:22][C:23](=[O:38])[C:24]1[CH:29]=[CH:28][C:27]([CH2:30][C:31]2[O:35][N:34]=[C:33]([CH2:36][OH:37])[N:32]=2)=[CH:26][CH:25]=1)[CH3:21].[Cl:39][C:40]1[C:41]([OH:50])=[C:42]([C:47](=[O:49])[CH3:48])[CH:43]=[CH:44][C:45]=1O.N(C(OC(C)C)=O)=NC(OC(C)C)=O. The catalyst is C(Cl)Cl. The product is [CH2:20]([O:22][C:23](=[O:38])[C:24]1[CH:25]=[CH:26][C:27]([CH2:30][C:31]2[O:35][N:34]=[C:33]([CH2:36][O:37][C:45]3[CH:44]=[CH:43][C:42]([C:47](=[O:49])[CH3:48])=[C:41]([OH:50])[C:40]=3[Cl:39])[N:32]=2)=[CH:28][CH:29]=1)[CH3:21]. The yield is 0.340.